Dataset: Forward reaction prediction with 1.9M reactions from USPTO patents (1976-2016). Task: Predict the product of the given reaction. Given the reactants [H-].[Na+].[CH2:3]([O:10][C:11]1[CH:16]=[CH:15][C:14]([OH:17])=[CH:13][CH:12]=1)[C:4]1[CH:9]=[CH:8][CH:7]=[CH:6][CH:5]=1.Br[CH:19]([CH3:26])[CH2:20][C:21]([O:23][CH2:24][CH3:25])=[O:22], predict the reaction product. The product is: [CH2:24]([O:23][C:21](=[O:22])[CH2:20][CH2:19][CH2:26][O:17][C:14]1[CH:13]=[CH:12][C:11]([O:10][CH2:3][C:4]2[CH:5]=[CH:6][CH:7]=[CH:8][CH:9]=2)=[CH:16][CH:15]=1)[CH3:25].